This data is from TCR-epitope binding with 47,182 pairs between 192 epitopes and 23,139 TCRs. The task is: Binary Classification. Given a T-cell receptor sequence (or CDR3 region) and an epitope sequence, predict whether binding occurs between them. (1) The epitope is HPKVSSEVHI. The TCR CDR3 sequence is CASSSSSAPNEKLFF. Result: 0 (the TCR does not bind to the epitope). (2) The epitope is AVFDRKSDAK. Result: 0 (the TCR does not bind to the epitope). The TCR CDR3 sequence is CASRFGGGASDTQYF. (3) The epitope is LLWNGPMAV. The TCR CDR3 sequence is CASSWTGTSEQFF. Result: 1 (the TCR binds to the epitope). (4) The epitope is VVYRGTTTY. The TCR CDR3 sequence is CSVVQREKSSYEQYF. Result: 1 (the TCR binds to the epitope). (5) Result: 1 (the TCR binds to the epitope). The TCR CDR3 sequence is CASSPQSGKYNEQFF. The epitope is RLRAEAQVK. (6) The epitope is GLCTLVAML. The TCR CDR3 sequence is CASSSRWVGGSSYEQYF. Result: 1 (the TCR binds to the epitope). (7) The epitope is MPASWVMRI. The TCR CDR3 sequence is CASSVSKGPKNIQYF. Result: 1 (the TCR binds to the epitope).